Dataset: NCI-60 drug combinations with 297,098 pairs across 59 cell lines. Task: Regression. Given two drug SMILES strings and cell line genomic features, predict the synergy score measuring deviation from expected non-interaction effect. (1) Drug 1: CC1=C(C(=CC=C1)Cl)NC(=O)C2=CN=C(S2)NC3=CC(=NC(=N3)C)N4CCN(CC4)CCO. Drug 2: CS(=O)(=O)OCCCCOS(=O)(=O)C. Cell line: NCI-H460. Synergy scores: CSS=40.3, Synergy_ZIP=-11.3, Synergy_Bliss=-0.706, Synergy_Loewe=1.13, Synergy_HSA=1.96. (2) Drug 2: C1CN(P(=O)(OC1)NCCCl)CCCl. Synergy scores: CSS=-0.00200, Synergy_ZIP=-1.13, Synergy_Bliss=-2.47, Synergy_Loewe=-2.63, Synergy_HSA=-2.89. Cell line: HL-60(TB). Drug 1: C1CC(=O)NC(=O)C1N2C(=O)C3=CC=CC=C3C2=O. (3) Drug 1: CN(C(=O)NC(C=O)C(C(C(CO)O)O)O)N=O. Drug 2: C1C(C(OC1N2C=NC(=NC2=O)N)CO)O. Cell line: HS 578T. Synergy scores: CSS=-1.93, Synergy_ZIP=3.19, Synergy_Bliss=6.66, Synergy_Loewe=-1.62, Synergy_HSA=-0.727. (4) Drug 1: CS(=O)(=O)C1=CC(=C(C=C1)C(=O)NC2=CC(=C(C=C2)Cl)C3=CC=CC=N3)Cl. Cell line: OVCAR-4. Drug 2: CC(C1=C(C=CC(=C1Cl)F)Cl)OC2=C(N=CC(=C2)C3=CN(N=C3)C4CCNCC4)N. Synergy scores: CSS=4.59, Synergy_ZIP=-0.631, Synergy_Bliss=-0.386, Synergy_Loewe=-1.25, Synergy_HSA=-1.84.